From a dataset of Blood-brain barrier permeability classification from the B3DB database. Regression/Classification. Given a drug SMILES string, predict its absorption, distribution, metabolism, or excretion properties. Task type varies by dataset: regression for continuous measurements (e.g., permeability, clearance, half-life) or binary classification for categorical outcomes (e.g., BBB penetration, CYP inhibition). Dataset: b3db_classification. (1) The compound is CC1=Nc2ccccc2CC(c2ccccc2)N1C. The result is 1 (penetrates BBB). (2) The molecule is Nc1cccc(CN2CCC(NC(=O)[C@](O)(c3ccccc3)[C@@H]3CCC(F)(F)C3)CC2)n1. The result is 1 (penetrates BBB). (3) The molecule is CC(C)(C)c1ccc(CN2CCN([C@@H](c3ccccc3)c3ccc(Cl)cc3)CC2)cc1. The result is 1 (penetrates BBB). (4) The molecule is CC(Oc1cc(-c2cnn(C3CCNCC3)c2)cnc1N)c1c(Cl)ccc(F)c1Cl. The result is 0 (does not penetrate BBB). (5) The compound is COC(=O)[C@@H]1C(=O)C=C(Nc2cccc(OC(F)(F)F)c2)C[C@H]1C. The result is 1 (penetrates BBB).